This data is from Catalyst prediction with 721,799 reactions and 888 catalyst types from USPTO. The task is: Predict which catalyst facilitates the given reaction. (1) Reactant: [CH2:1]([O:3][C:4]1[CH:5]=[C:6]([CH:23]=[CH:24][CH:25]=1)[O:7][CH2:8][C:9]1[N:13]([CH2:14][CH:15]([CH3:17])[CH3:16])[C:12]2[CH:18]=[C:19]([OH:22])[CH:20]=[CH:21][C:11]=2[N:10]=1)[CH3:2].C([O-])([O-])=O.[K+].[K+].Br[CH2:33][C:34]([O:36][CH2:37][CH3:38])=[O:35]. Product: [CH2:37]([O:36][C:34](=[O:35])[CH2:33][O:22][C:19]1[CH:20]=[CH:21][C:11]2[N:10]=[C:9]([CH2:8][O:7][C:6]3[CH:23]=[CH:24][CH:25]=[C:4]([O:3][CH2:1][CH3:2])[CH:5]=3)[N:13]([CH2:14][CH:15]([CH3:17])[CH3:16])[C:12]=2[CH:18]=1)[CH3:38]. The catalyst class is: 3. (2) Reactant: C(O)(C(F)(F)F)=O.[F:8][C:9]1[CH:14]=[CH:13][C:12]([C:15]2[C:23]3[C:18](=[CH:19][CH:20]=[C:21]([C:24]4[C:25]([N:44]([CH3:49])[S:45]([CH3:48])(=[O:47])=[O:46])=[CH:26][C:27]5[O:31][C:30]([C:32]6[CH:37]=[CH:36][C:35]([F:38])=[CH:34][CH:33]=6)=[C:29]([C:39](=[O:42])[NH:40][CH3:41])[C:28]=5[CH:43]=4)[CH:22]=3)[N:17](C(OC(C)(C)C)=O)[N:16]=2)=[CH:11][CH:10]=1. Product: [F:38][C:35]1[CH:36]=[CH:37][C:32]([C:30]2[O:31][C:27]3[CH:26]=[C:25]([N:44]([CH3:49])[S:45]([CH3:48])(=[O:46])=[O:47])[C:24]([C:21]4[CH:22]=[C:23]5[C:18](=[CH:19][CH:20]=4)[NH:17][N:16]=[C:15]5[C:12]4[CH:11]=[CH:10][C:9]([F:8])=[CH:14][CH:13]=4)=[CH:43][C:28]=3[C:29]=2[C:39]([NH:40][CH3:41])=[O:42])=[CH:33][CH:34]=1. The catalyst class is: 326. (3) Reactant: [C:1]([Si:5]([CH3:24])([CH3:23])[O:6][C:7]1[CH:12]=[CH:11][C:10]([C:13](=[N:21][OH:22])[CH2:14][C:15]2[CH:20]=[CH:19][CH:18]=[CH:17][CH:16]=2)=[CH:9][CH:8]=1)([CH3:4])([CH3:3])[CH3:2].C([Li])CCC.C[O:31][C:32]([CH:34]1[CH2:36][CH2:35]1)=O.[Cl-].[NH4+]. Product: [C:1]([Si:5]([CH3:24])([CH3:23])[O:6][C:7]1[CH:12]=[CH:11][C:10]([C:13]2[CH:14]([C:15]3[CH:16]=[CH:17][CH:18]=[CH:19][CH:20]=3)[C:32]([CH:34]3[CH2:36][CH2:35]3)([OH:31])[O:22][N:21]=2)=[CH:9][CH:8]=1)([CH3:2])([CH3:4])[CH3:3]. The catalyst class is: 54. (4) Reactant: [C:1]([O:5][C:6](=[O:15])[NH:7][CH2:8][CH:9]1[CH2:14][CH2:13][NH:12][CH2:11][CH2:10]1)([CH3:4])([CH3:3])[CH3:2].[O:16]1[C:18]2([CH2:23][CH2:22][O:21][CH2:20][CH2:19]2)[CH2:17]1. Product: [C:1]([O:5][C:6](=[O:15])[NH:7][CH2:8][CH:9]1[CH2:10][CH2:11][N:12]([CH2:17][C:18]2([OH:16])[CH2:23][CH2:22][O:21][CH2:20][CH2:19]2)[CH2:13][CH2:14]1)([CH3:4])([CH3:2])[CH3:3]. The catalyst class is: 5. (5) Reactant: [C:1]1([OH:7])[CH:6]=[CH:5][CH:4]=[CH:3][CH:2]=1.[H-].[Na+].Cl[C:11]1[C:16]([N+:17]([O-:19])=[O:18])=[C:15]([NH:20][CH2:21][CH2:22][O:23][CH2:24][CH2:25][CH2:26][C:27]2[S:28][CH:29]=[CH:30][N:31]=2)[C:14]([CH3:32])=[C:13]([CH3:33])[N:12]=1. Product: [CH3:33][C:13]1[C:14]([CH3:32])=[C:15]([NH:20][CH2:21][CH2:22][O:23][CH2:24][CH2:25][CH2:26][C:27]2[S:28][CH:29]=[CH:30][N:31]=2)[C:16]([N+:17]([O-:19])=[O:18])=[C:11]([O:7][C:1]2[CH:6]=[CH:5][CH:4]=[CH:3][CH:2]=2)[N:12]=1. The catalyst class is: 270. (6) Reactant: [F:1][C:2]1[C:22]([CH:23]=[CH2:24])=[CH:21][CH:20]=[CH:19][C:3]=1[O:4][C:5]1[CH2:9][N:8]([C@@H:10]([CH2:14][CH:15]([CH3:17])[CH3:16])[C:11](O)=[O:12])[C:7](=[O:18])[CH:6]=1.[CH3:25][C:26]1([CH3:38])[O:30][C@H:29]([CH2:31][N:32]2[CH:36]=[CH:35][C:34]([NH2:37])=[N:33]2)[CH2:28][O:27]1.F[P-](F)(F)(F)(F)F.N1(O[P+](N(C)C)(N(C)C)N(C)C)C2C=CC=CC=2N=N1.C(N(CC)CC)C. Product: [CH3:25][C:26]1([CH3:38])[O:30][C@H:29]([CH2:31][N:32]2[CH:36]=[CH:35][C:34]([NH:37][C:11](=[O:12])[C@@H:10]([N:8]3[CH2:9][C:5]([O:4][C:3]4[CH:19]=[CH:20][CH:21]=[C:22]([CH:23]=[CH2:24])[C:2]=4[F:1])=[CH:6][C:7]3=[O:18])[CH2:14][CH:15]([CH3:17])[CH3:16])=[N:33]2)[CH2:28][O:27]1. The catalyst class is: 9. (7) Reactant: [CH3:1][O:2][C:3]([C:5]1([CH3:29])[O:10][CH2:9][CH:8]([CH2:11][CH2:12][CH2:13][CH2:14][O:15][N:16]=[C:17]([C:19]2[CH:24]=[CH:23][C:22]([O:25]COC)=[CH:21][CH:20]=2)[CH3:18])[CH2:7][O:6]1)=[O:4].Cl. Product: [CH3:1][O:2][C:3]([C:5]1([CH3:29])[O:10][CH2:9][CH:8]([CH2:11][CH2:12][CH2:13][CH2:14][O:15][N:16]=[C:17]([C:19]2[CH:20]=[CH:21][C:22]([OH:25])=[CH:23][CH:24]=2)[CH3:18])[CH2:7][O:6]1)=[O:4]. The catalyst class is: 32. (8) Reactant: [Cl:1][C:2]1[CH:11]=CC2C(O)[N:7]([C:13]([O-:15])=[O:14])[CH2:6][CH2:5][C:4]=2[N:3]=1.Cl.[C:17](Cl)(=O)C.[CH2:21]1[CH2:25][O:24][CH2:23][CH2:22]1. Product: [Cl:1][C:2]1[CH:11]=[CH:22][C:21]2[CH:25]([O:24][CH3:23])[N:7]([C:13]([O:15][CH3:17])=[O:14])[CH2:6][CH2:5][C:4]=2[N:3]=1. The catalyst class is: 5. (9) The catalyst class is: 1. Reactant: C(NC(C)C)(C)C.[Li]CCCC.CN(P(N(C)C)(N(C)C)=O)C.[Br:24][C:25]1[C:26]([C:30]([OH:32])=[O:31])=[CH:27][S:28][CH:29]=1.CON(C)[C:36]([C:38]1[CH:43]=[CH:42][N:41]=[CH:40][CH:39]=1)=[O:37]. Product: [Br:24][C:25]1[C:26]([C:30]([OH:32])=[O:31])=[C:27]([C:36](=[O:37])[C:38]2[CH:43]=[CH:42][N:41]=[CH:40][CH:39]=2)[S:28][CH:29]=1.